Dataset: PAMPA (Parallel Artificial Membrane Permeability Assay) permeability data from NCATS. Task: Regression/Classification. Given a drug SMILES string, predict its absorption, distribution, metabolism, or excretion properties. Task type varies by dataset: regression for continuous measurements (e.g., permeability, clearance, half-life) or binary classification for categorical outcomes (e.g., BBB penetration, CYP inhibition). Dataset: pampa_ncats. (1) The compound is CC(C)COC1=CC=C(C=C1)C2=CSC(=N2)N3CCC(CC3)C(=O)N. The result is 1 (high permeability). (2) The compound is C1CC(=O)NC2=C1C=C(C=C2)S(=O)(=O)NC3=CC(=C(C=C3)F)Cl. The result is 1 (high permeability). (3) The drug is CC1=CC(=C(N1C2=CN=CC=C2)C)C3=NN=C4N3CCCCC4. The result is 1 (high permeability). (4) The compound is C1C(CN(C1=O)C2=NNC3=C2C=CC(=C3)Br)C(=O)NCCC4=CC=CC=N4. The result is 0 (low-to-moderate permeability).